Dataset: Catalyst prediction with 721,799 reactions and 888 catalyst types from USPTO. Task: Predict which catalyst facilitates the given reaction. (1) Reactant: [CH2:1]([N:3]1[CH2:8][CH:7]=[C:6]([C:9]2[C:10]([F:16])=[C:11]([OH:15])[CH:12]=[CH:13][CH:14]=2)[CH2:5][CH2:4]1)[CH3:2].Cl. Product: [CH2:1]([N:3]1[CH2:8][CH2:7][CH:6]([C:9]2[C:10]([F:16])=[C:11]([OH:15])[CH:12]=[CH:13][CH:14]=2)[CH2:5][CH2:4]1)[CH3:2]. The catalyst class is: 43. (2) Reactant: [Cl:1][C:2]1[CH:7]=[CH:6][N:5]=[C:4]2[CH:8]=[C:9]([C:11]3[S:12][CH:13]=[C:14]([C:16]([OH:18])=O)[N:15]=3)[S:10][C:3]=12.C(Cl)(=O)C(Cl)=O.[CH3:25][NH2:26]. Product: [Cl:1][C:2]1[CH:7]=[CH:6][N:5]=[C:4]2[CH:8]=[C:9]([C:11]3[S:12][CH:13]=[C:14]([C:16]([NH:26][CH3:25])=[O:18])[N:15]=3)[S:10][C:3]=12. The catalyst class is: 59. (3) Reactant: [H-].[Na+].[NH:3]1[C:11]2[C:6](=[CH:7][CH:8]=[CH:9][CH:10]=2)[CH:5]=[CH:4]1.[N+:12]([C:15]1[CH:22]=[CH:21][C:18]([CH2:19]Cl)=[CH:17][CH:16]=1)([O-:14])=[O:13].O. Product: [N+:12]([C:15]1[CH:22]=[CH:21][C:18]([CH2:19][N:3]2[C:11]3[C:6](=[CH:7][CH:8]=[CH:9][CH:10]=3)[CH:5]=[CH:4]2)=[CH:17][CH:16]=1)([O-:14])=[O:13]. The catalyst class is: 16. (4) The catalyst class is: 711. Reactant: Cl[CH2:2][C:3]1[C:4]2[CH:11]=[CH:10][CH:9]=[CH:8][C:5]=2[S:6][CH:7]=1.[S:12]([NH2:16])([NH2:15])(=[O:14])=[O:13].C(=O)([O-])[O-].[K+].[K+]. Product: [S:6]1[CH:7]=[C:3]([CH2:2][NH:15][S:12]([NH2:16])(=[O:14])=[O:13])[C:4]2[CH:11]=[CH:10][CH:9]=[CH:8][C:5]1=2. (5) Reactant: [Br:1][C:2]1[CH:3]=[C:4]([CH:8]=[CH:9][C:10]=1[O:11][C:12]([C:15]1[N:19]([CH3:20])[C:18]([C:21]2[CH:26]=[CH:25][C:24](F)=[CH:23][C:22]=2[C:28]([F:31])([F:30])[F:29])=[N:17][N:16]=1)([CH3:14])[CH3:13])[C:5]([NH2:7])=[O:6].[CH3:32][S-:33].[Na+].O. Product: [Br:1][C:2]1[CH:3]=[C:4]([CH:8]=[CH:9][C:10]=1[O:11][C:12]([CH3:14])([C:15]1[N:19]([CH3:20])[C:18]([C:21]2[CH:26]=[CH:25][C:24]([S:33][CH3:32])=[CH:23][C:22]=2[C:28]([F:31])([F:30])[F:29])=[N:17][N:16]=1)[CH3:13])[C:5]([NH2:7])=[O:6]. The catalyst class is: 3. (6) The catalyst class is: 1. Product: [CH3:1][O:2][C:3](=[O:14])[CH:4]([C:5]1[CH:10]=[C:9]([O:11][CH3:12])[CH:8]=[CH:7][C:6]=1[Cl:13])[CH3:15]. Reactant: [CH3:1][O:2][C:3](=[O:14])[CH2:4][C:5]1[CH:10]=[C:9]([O:11][CH3:12])[CH:8]=[CH:7][C:6]=1[Cl:13].[CH:15]([N-]C(C)C)(C)C.[Li+].IC.